Dataset: HIV replication inhibition screening data with 41,000+ compounds from the AIDS Antiviral Screen. Task: Binary Classification. Given a drug SMILES string, predict its activity (active/inactive) in a high-throughput screening assay against a specified biological target. (1) The compound is CCOc1ccc(-n2nnc3c(N)nc(N)nc32)cc1. The result is 0 (inactive). (2) The molecule is C=CCC(C)C(=O)CP1(=O)OC(C)CCN1C(C)(C)C. The result is 0 (inactive). (3) The drug is Nc1ccc(CCCCc2ccc(S(=O)(=O)F)cc2Cl)c(Cl)c1. The result is 0 (inactive). (4) The drug is O=c1c2ccccc2[nH]c(=S)n1-c1ccc(Br)cc1. The result is 0 (inactive). (5) The drug is Cc1ccc(C=CC(=O)C(C)(C)CN2CCCCC2)cc1.Cl. The result is 0 (inactive). (6) The molecule is COc1cc(C2C(Cl)C(=O)N2n2cnc3ccccc3c2=O)ccc1O. The result is 0 (inactive).